This data is from Forward reaction prediction with 1.9M reactions from USPTO patents (1976-2016). The task is: Predict the product of the given reaction. Given the reactants [F:1][C:2]1[CH:3]=[C:4]([N:28]2[C:32]([OH:33])=[C:31](C(OCC)=O)[CH:30]=[N:29]2)[CH:5]=[CH:6][C:7]=1[N:8]1[CH:13]=[C:12]([O:14][CH3:15])[C:11](=[O:16])[C:10]([C:17]2[N:21]([C:22]3[CH:27]=[CH:26][CH:25]=[CH:24][CH:23]=3)[N:20]=[CH:19][CH:18]=2)=[N:9]1.[OH-].[Na+].CCO.Cl, predict the reaction product. The product is: [F:1][C:2]1[CH:3]=[C:4]([N:28]2[C:32]([OH:33])=[CH:31][CH:30]=[N:29]2)[CH:5]=[CH:6][C:7]=1[N:8]1[CH:13]=[C:12]([O:14][CH3:15])[C:11](=[O:16])[C:10]([C:17]2[N:21]([C:22]3[CH:23]=[CH:24][CH:25]=[CH:26][CH:27]=3)[N:20]=[CH:19][CH:18]=2)=[N:9]1.